Dataset: Catalyst prediction with 721,799 reactions and 888 catalyst types from USPTO. Task: Predict which catalyst facilitates the given reaction. (1) Reactant: [C:1]([C:3]1[CH:22]=[CH:21][C:6]([CH2:7][NH:8][C:9](=[O:20])[CH:10]([C:13]2[CH:18]=[CH:17][C:16]([OH:19])=[CH:15][CH:14]=2)[O:11][CH3:12])=[CH:5][CH:4]=1)#[N:2].[CH2:23](I)[CH3:24].C(=O)([O-])[O-].[Cs+].[Cs+]. Product: [C:1]([C:3]1[CH:4]=[CH:5][C:6]([CH2:7][NH:8][C:9](=[O:20])[CH:10]([C:13]2[CH:18]=[CH:17][C:16]([O:19][CH2:23][CH3:24])=[CH:15][CH:14]=2)[O:11][CH3:12])=[CH:21][CH:22]=1)#[N:2]. The catalyst class is: 3. (2) Reactant: [C:1]([C:3]1[C:8]2[S:9][C:10]3[CH:16]=[CH:15][C:14]([C:17]([O:19][CH3:20])=[O:18])=[CH:13][C:11]=3[NH:12][C:7]=2[N:6]=[CH:5][CH:4]=1)#[N:2].[H-].[Na+].[CH3:23][O:24][CH2:25]Cl.[CH3:27]N(C)C=O. Product: [C:1]([C:3]1[C:8]2[S:9][C:10]3[CH:16]=[CH:15][C:14]([C:17]([O:19][CH3:20])=[O:18])=[CH:13][C:11]=3[N:12]([CH2:27][CH2:25][O:24][CH3:23])[C:7]=2[N:6]=[CH:5][CH:4]=1)#[N:2]. The catalyst class is: 6. (3) Reactant: [Cl:1][C:2]1[CH:32]=[CH:31][C:5]2[NH:6][C:7](=[O:30])[C@H:8]([CH2:22][C:23]3[CH:28]=[CH:27][CH:26]=[CH:25][C:24]=3[Cl:29])[N:9]=[C:10]([C:11]3[CH:21]=[CH:20][C:14]4[NH:15][C:16](=[O:19])[N:17]([CH3:18])[C:13]=4[CH:12]=3)[C:4]=2[CH:3]=1.ClC1C=CC=CC=1C[C@@H](C(O)=O)N. The catalyst class is: 22. Product: [Cl:1][C:2]1[CH:32]=[CH:31][C:5]2[NH:6][C:7](=[O:30])[C@@H:8]([CH2:22][C:23]3[CH:28]=[CH:27][CH:26]=[CH:25][C:24]=3[Cl:29])[N:9]=[C:10]([C:11]3[CH:21]=[CH:20][C:14]4[NH:15][C:16](=[O:19])[N:17]([CH3:18])[C:13]=4[CH:12]=3)[C:4]=2[CH:3]=1. (4) Reactant: Cl.[CH:2]([NH2:4])=[NH:3].C[O-].[Na+].[C:8]([CH2:13][C:14](OCC)=[O:15])(=O)[CH:9]([CH3:11])[CH3:10].S(=O)(=O)(O)O. Product: [OH:15][C:14]1[CH:13]=[C:8]([CH:9]([CH3:11])[CH3:10])[N:4]=[CH:2][N:3]=1. The catalyst class is: 5. (5) Reactant: [H-].[Na+].[CH3:3][O:4][C:5]([C:7]1[CH:26]=[CH:25][C:10]([CH2:11][CH:12]([C:19]([O:21][CH2:22][CH:23]=[CH2:24])=[O:20])[C:13]([O:15][CH2:16][CH:17]=[CH2:18])=[O:14])=[CH:9][CH:8]=1)=[O:6].Br[CH2:28][CH2:29][C:30]1[CH:42]=[CH:41][C:33]([C:34]([O:36][C:37]([CH3:40])([CH3:39])[CH3:38])=[O:35])=[CH:32][CH:31]=1. Product: [C:37]([O:36][C:34]([C:33]1[CH:41]=[CH:42][C:30]([CH2:29][CH2:28][C:12]([CH2:11][C:10]2[CH:9]=[CH:8][C:7]([C:5]([O:4][CH3:3])=[O:6])=[CH:26][CH:25]=2)([C:19]([O:21][CH2:22][CH:23]=[CH2:24])=[O:20])[C:13]([O:15][CH2:16][CH:17]=[CH2:18])=[O:14])=[CH:31][CH:32]=1)=[O:35])([CH3:40])([CH3:39])[CH3:38]. The catalyst class is: 3. (6) Reactant: Cl.[CH2:2]([O:12][C:13]1[CH:18]=[CH:17][C:16]([N+:19]([O-])=O)=[CH:15][CH:14]=1)[CH2:3][CH2:4][CH2:5][CH2:6][CH2:7][CH2:8][CH2:9][CH2:10][CH3:11].O.O.[Sn](Cl)Cl. Product: [CH2:2]([O:12][C:13]1[CH:18]=[CH:17][C:16]([NH2:19])=[CH:15][CH:14]=1)[CH2:3][CH2:4][CH2:5][CH2:6][CH2:7][CH2:8][CH2:9][CH2:10][CH3:11]. The catalyst class is: 8. (7) Reactant: [F-].C([N+](CCCC)(CCCC)CCCC)CCC.[CH2:19]1[C:27]2[C:22](=[CH:23][CH:24]=[CH:25][CH:26]=2)[CH2:21][N:20]1[C:28]([C:30]1[C:31]2[C:40]([C:41]#[N:42])=[CH:39][N:38](COCC[Si](C)(C)C)[C:32]=2[N:33]=[C:34]([S:36][CH3:37])[N:35]=1)=[O:29].NCCN. Product: [CH2:19]1[C:27]2[C:22](=[CH:23][CH:24]=[CH:25][CH:26]=2)[CH2:21][N:20]1[C:28]([C:30]1[C:31]2[C:40]([C:41]#[N:42])=[CH:39][NH:38][C:32]=2[N:33]=[C:34]([S:36][CH3:37])[N:35]=1)=[O:29]. The catalyst class is: 1. (8) Product: [C:23]([O:1][CH:2]1[CH2:7][CH2:6][CH:5]([C:8](=[O:22])[CH2:9][CH:10]2[C:18]3[C:13](=[CH:14][CH:15]=[CH:16][CH:17]=3)[C:12]3=[CH:19][N:20]=[CH:21][N:11]23)[CH2:4][CH2:3]1)(=[O:25])[CH3:24]. Reactant: [OH:1][CH:2]1[CH2:7][CH2:6][CH:5]([C:8](=[O:22])[CH2:9][CH:10]2[C:18]3[C:13](=[CH:14][CH:15]=[CH:16][CH:17]=3)[C:12]3=[CH:19][N:20]=[CH:21][N:11]23)[CH2:4][CH2:3]1.[C:23](OC(=O)C)(=[O:25])[CH3:24]. The catalyst class is: 112. (9) Reactant: [F:1][C:2]1[CH:3]=[C:4]([N+:19]([O-:21])=[O:20])[C:5]([NH:9][C@H:10]([C:12]2[CH:17]=[CH:16][C:15]([F:18])=[CH:14][CH:13]=2)[CH3:11])=[N:6][C:7]=1F.[CH:22]1([C:25]2[NH:29][N:28]=[C:27]([NH2:30])[CH:26]=2)[CH2:24][CH2:23]1.CCN(C(C)C)C(C)C. Product: [CH:22]1([C:25]2[NH:29][N:28]=[C:27]([NH:30][C:7]3[C:2]([F:1])=[CH:3][C:4]([N+:19]([O-:21])=[O:20])=[C:5]([NH:9][C@H:10]([C:12]4[CH:17]=[CH:16][C:15]([F:18])=[CH:14][CH:13]=4)[CH3:11])[N:6]=3)[CH:26]=2)[CH2:24][CH2:23]1. The catalyst class is: 1. (10) Reactant: N[CH2:2][C:3]1[C:4]([NH:13][CH2:14][CH3:15])=[N:5][C:6]([C:9]([F:12])([F:11])[F:10])=[CH:7][CH:8]=1.[F:16][C:17]1[CH:22]=[CH:21][C:20]([NH:23][C:24]([C:26]2[N:31]=[CH:30][C:29]([CH:32]([CH3:36])[C:33]([OH:35])=O)=[CH:28][N:27]=2)=[O:25])=[CH:19][CH:18]=1.[CH2:37](N(C(C)C)C(C)C)C. Product: [CH2:14]([NH:13][C:4]1[C:3]([CH2:2][CH2:37][C:33](=[O:35])[CH:32]([C:29]2[CH:30]=[N:31][C:26]([C:24]([NH:23][C:20]3[CH:19]=[CH:18][C:17]([F:16])=[CH:22][CH:21]=3)=[O:25])=[N:27][CH:28]=2)[CH3:36])=[CH:8][CH:7]=[C:6]([C:9]([F:12])([F:11])[F:10])[N:5]=1)[CH3:15]. The catalyst class is: 7.